The task is: Regression. Given a peptide amino acid sequence and an MHC pseudo amino acid sequence, predict their binding affinity value. This is MHC class I binding data.. This data is from Peptide-MHC class I binding affinity with 185,985 pairs from IEDB/IMGT. The peptide sequence is GELDRWEKI. The MHC is HLA-B44:02 with pseudo-sequence HLA-B44:02. The binding affinity (normalized) is 0.558.